From a dataset of Catalyst prediction with 721,799 reactions and 888 catalyst types from USPTO. Predict which catalyst facilitates the given reaction. (1) Reactant: [Cl:1][C:2]1[CH:3]=[CH:4][C:5]([CH2:8][O:9][C:10]2[CH:15]=[CH:14][N:13]([C:16]3[CH:17]=[N:18][C:19]([N:22]4[CH2:27][CH2:26][CH:25]([N:28](C(OC(C)(C)C)=O)[CH3:29])[CH2:24][CH2:23]4)=[CH:20][CH:21]=3)[C:12](=[O:37])[CH:11]=2)=[N:6][CH:7]=1. Product: [Cl:1][C:2]1[CH:3]=[CH:4][C:5]([CH2:8][O:9][C:10]2[CH:15]=[CH:14][N:13]([C:16]3[CH:17]=[N:18][C:19]([N:22]4[CH2:23][CH2:24][CH:25]([NH:28][CH3:29])[CH2:26][CH2:27]4)=[CH:20][CH:21]=3)[C:12](=[O:37])[CH:11]=2)=[N:6][CH:7]=1. The catalyst class is: 209. (2) Reactant: C[O:2][C:3]([C:5]1[C:10]([NH:11][S:12]([C:15]2[CH:20]=[CH:19][C:18]([Cl:21])=[C:17]([Cl:22])[CH:16]=2)(=[O:14])=[O:13])=[N:9][CH:8]=[CH:7][N:6]=1)=[O:4].[OH-].[Na+]. Product: [Cl:22][C:17]1[CH:16]=[C:15]([S:12]([NH:11][C:10]2[C:5]([C:3]([OH:4])=[O:2])=[N:6][CH:7]=[CH:8][N:9]=2)(=[O:14])=[O:13])[CH:20]=[CH:19][C:18]=1[Cl:21]. The catalyst class is: 5. (3) Reactant: Cl.[Br:2][C:3]1[CH:4]=[CH:5][C:6]([S:9](Cl)(=[O:11])=[O:10])=[N:7][CH:8]=1.[NH2:13][CH2:14][CH2:15][OH:16].CCN(CC)CC. Product: [Br:2][C:3]1[CH:4]=[CH:5][C:6]([S:9]([NH:13][CH2:14][CH2:15][OH:16])(=[O:11])=[O:10])=[N:7][CH:8]=1. The catalyst class is: 10. (4) Product: [CH2:26]([NH:18][C:17]1[NH:16][C:14](=[O:15])[C:13]2[N:12]=[CH:11][N:10]([C:20]=2[N:19]=1)[C@@H:1]1[O:9][C@H:6]([CH2:7][OH:8])[C@@H:4]([OH:5])[C@H:2]1[OH:3])[CH:27]([CH3:29])[CH3:28]. The catalyst class is: 6. Reactant: [C@@H:1]1([N:10]2[C:20]3[N:19]=[C:17]([NH2:18])[NH:16][C:14](=[O:15])[C:13]=3[N:12]=[CH:11]2)[O:9][C@H:6]([CH2:7][OH:8])[C@@H:4]([OH:5])[C@H:2]1[OH:3].C[Si](Cl)(C)C.[C:26](O[C:26](=O)[CH:27]([CH3:29])[CH3:28])(=O)[CH:27]([CH3:29])[CH3:28].N.